Predict the reactants needed to synthesize the given product. From a dataset of Full USPTO retrosynthesis dataset with 1.9M reactions from patents (1976-2016). (1) Given the product [Cl:32][C:33]1[C:38]([C:39]([OH:41])=[O:40])=[C:37]([F:42])[C:36]([S:43](=[O:45])(=[O:44])[NH:58][C:54]2([CH3:53])[CH2:57][O:56][CH2:55]2)=[CH:35][CH:34]=1, predict the reactants needed to synthesize it. The reactants are: ClC1C=CC=C(F)C=1C(O)=O.ClS(O)(=O)=O.ClC1C(S(Cl)(=O)=O)=CC=C(F)C=1C(O)=O.[Cl:32][C:33]1[C:38]([C:39]([OH:41])=[O:40])=[C:37]([F:42])[C:36]([S:43](Cl)(=[O:45])=[O:44])=[CH:35][CH:34]=1.C(=O)([O-])[O-].[Na+].[Na+].[CH3:53][C:54]1([NH2:58])[CH2:57][O:56][CH2:55]1. (2) Given the product [CH3:1][C:2]1[CH:10]=[CH:9][C:8]([N+:11]([O-:13])=[O:12])=[CH:7][C:3]=1[C:4]([C:15]1[CH:14]=[CH:4][C:3]([O:23][CH3:22])=[CH:2][CH:1]=1)=[O:6], predict the reactants needed to synthesize it. The reactants are: [CH3:1][C:2]1[CH:10]=[CH:9][C:8]([N+:11]([O-:13])=[O:12])=[CH:7][C:3]=1[C:4]([OH:6])=O.[C:14](Cl)(=O)[C:15](Cl)=O.CN(C)[CH:22]=[O:23]. (3) Given the product [CH2:1]([O:3][C:4]1[CH:9]=[CH:8][CH:7]=[CH:6][C:5]=1[C:10](=[O:37])[CH2:11][CH2:12][C:13]1[N:14]=[C:15]([CH:18]2[CH2:23][CH2:22][N:21]([C:24](=[O:36])[CH2:25][N:26]3[C:30]([CH3:31])=[CH:29][C:28]([C:32]([F:33])([F:35])[F:34])=[N:27]3)[CH2:20][CH2:19]2)[S:16][CH:17]=1)[CH3:2], predict the reactants needed to synthesize it. The reactants are: [CH2:1]([O:3][C:4]1[CH:9]=[CH:8][CH:7]=[CH:6][C:5]=1[C:10](=[O:37])[C:11]#[C:12][C:13]1[N:14]=[C:15]([CH:18]2[CH2:23][CH2:22][N:21]([C:24](=[O:36])[CH2:25][N:26]3[C:30]([CH3:31])=[CH:29][C:28]([C:32]([F:35])([F:34])[F:33])=[N:27]3)[CH2:20][CH2:19]2)[S:16][CH:17]=1)[CH3:2]. (4) Given the product [C:9]([O:8][C:7]([NH:6][CH:4]([CH3:5])[CH2:3][CH2:2][N:24]1[C:25]([C:27]([O:29][CH2:30][CH3:31])=[O:28])=[CH:26][C:22]([CH2:21][O:14][C:15]2[CH:20]=[CH:19][CH:18]=[CH:17][CH:16]=2)=[N:23]1)=[O:13])([CH3:12])([CH3:11])[CH3:10], predict the reactants needed to synthesize it. The reactants are: O[CH2:2][CH2:3][CH:4]([NH:6][C:7](=[O:13])[O:8][C:9]([CH3:12])([CH3:11])[CH3:10])[CH3:5].[O:14]([CH2:21][C:22]1[CH:26]=[C:25]([C:27]([O:29][CH2:30][CH3:31])=[O:28])[NH:24][N:23]=1)[C:15]1[CH:20]=[CH:19][CH:18]=[CH:17][CH:16]=1. (5) Given the product [Br:3][C:4]1[CH:5]=[CH:6][C:7]([C:10]2([O:14][CH3:15])[CH2:13][CH2:12][CH2:11]2)=[CH:8][CH:9]=1, predict the reactants needed to synthesize it. The reactants are: [H-].[Na+].[Br:3][C:4]1[CH:9]=[CH:8][C:7]([C:10]2([OH:14])[CH2:13][CH2:12][CH2:11]2)=[CH:6][CH:5]=1.[CH3:15]I. (6) Given the product [Cl:1][C:2]1[C:7]2[CH:8]=[C:9]([CH2:11][O:14][C:15]3[CH:16]=[C:17]4[C:21](=[CH:22][CH:23]=3)[N:20]([CH2:24][C:25]3([NH:33][C:34](=[O:40])[O:35][C:36]([CH3:39])([CH3:38])[CH3:37])[CH2:30][O:29][C:28]([CH3:32])([CH3:31])[O:27][CH2:26]3)[CH2:19][CH2:18]4)[O:10][C:6]=2[CH:5]=[C:4]([Cl:13])[CH:3]=1, predict the reactants needed to synthesize it. The reactants are: [Cl:1][C:2]1[C:7]2[CH:8]=[C:9]([CH2:11]Cl)[O:10][C:6]=2[CH:5]=[C:4]([Cl:13])[CH:3]=1.[OH:14][C:15]1[CH:16]=[C:17]2[C:21](=[CH:22][CH:23]=1)[N:20]([CH2:24][C:25]1([NH:33][C:34](=[O:40])[O:35][C:36]([CH3:39])([CH3:38])[CH3:37])[CH2:30][O:29][C:28]([CH3:32])([CH3:31])[O:27][CH2:26]1)[CH2:19][CH2:18]2.C([O-])([O-])=O.[Cs+].[Cs+]. (7) Given the product [Cl:1][C:2]1[CH:3]=[C:4]([C:9]2[CH:14]=[CH:13][C:12]([CH2:15][C@@H:16]([NH:23][C:47]([C:28]3[CH:29]=[C:30]([C:33]4[CH:34]=[C:35]([C:43]([F:44])([F:45])[F:46])[CH:36]=[C:37]([C:39]([F:40])([F:42])[F:41])[CH:38]=4)[CH:31]=[CH:32][C:27]=3[O:26][CH2:24][CH3:25])=[O:48])[C:17]3[O:21][N:20]=[C:19]([CH3:22])[N:18]=3)=[CH:11][CH:10]=2)[CH:5]=[CH:6][C:7]=1[F:8], predict the reactants needed to synthesize it. The reactants are: [Cl:1][C:2]1[CH:3]=[C:4]([C:9]2[CH:14]=[CH:13][C:12]([CH2:15][C@@H:16]([NH2:23])[C:17]3[O:21][N:20]=[C:19]([CH3:22])[N:18]=3)=[CH:11][CH:10]=2)[CH:5]=[CH:6][C:7]=1[F:8].[CH2:24]([O:26][C:27]1[CH:32]=[CH:31][C:30]([C:33]2[CH:38]=[C:37]([C:39]([F:42])([F:41])[F:40])[CH:36]=[C:35]([C:43]([F:46])([F:45])[F:44])[CH:34]=2)=[CH:29][C:28]=1[C:47](O)=[O:48])[CH3:25].